Dataset: NCI-60 drug combinations with 297,098 pairs across 59 cell lines. Task: Regression. Given two drug SMILES strings and cell line genomic features, predict the synergy score measuring deviation from expected non-interaction effect. (1) Drug 1: CC1CCC2CC(C(=CC=CC=CC(CC(C(=O)C(C(C(=CC(C(=O)CC(OC(=O)C3CCCCN3C(=O)C(=O)C1(O2)O)C(C)CC4CCC(C(C4)OC)OCCO)C)C)O)OC)C)C)C)OC. Drug 2: CC1CCCC2(C(O2)CC(NC(=O)CC(C(C(=O)C(C1O)C)(C)C)O)C(=CC3=CSC(=N3)C)C)C. Cell line: SK-OV-3. Synergy scores: CSS=41.4, Synergy_ZIP=0.901, Synergy_Bliss=0.212, Synergy_Loewe=-7.53, Synergy_HSA=1.82. (2) Drug 1: CC(CN1CC(=O)NC(=O)C1)N2CC(=O)NC(=O)C2. Drug 2: CC(C)(C#N)C1=CC(=CC(=C1)CN2C=NC=N2)C(C)(C)C#N. Cell line: NCIH23. Synergy scores: CSS=10.3, Synergy_ZIP=-7.35, Synergy_Bliss=-7.72, Synergy_Loewe=-6.33, Synergy_HSA=-6.22.